From a dataset of Reaction yield outcomes from USPTO patents with 853,638 reactions. Predict the reaction yield, written as a fraction of the theoretical maximum amount of product (1.0 means a 100% yield; for example, 0.34 means a 34% yield). (1) The reactants are [Cl:1][C:2]1[CH:3]=[C:4]([NH2:20])[CH:5]=[C:6]([Cl:19])[C:7]=1[S:8][C:9]1[CH:18]=[CH:17][C:16]2[C:11](=[CH:12][CH:13]=[CH:14][CH:15]=2)[CH:10]=1.N1C=CC=CC=1.[Cl:27][C:28]1[N:33]=[CH:32][C:31]([S:34](Cl)(=[O:36])=[O:35])=[CH:30][CH:29]=1. The catalyst is C1COCC1. The product is [Cl:19][C:6]1[CH:5]=[C:4]([NH:20][S:34]([C:31]2[CH:32]=[N:33][C:28]([Cl:27])=[CH:29][CH:30]=2)(=[O:36])=[O:35])[CH:3]=[C:2]([Cl:1])[C:7]=1[S:8][C:9]1[CH:18]=[CH:17][C:16]2[C:11](=[CH:12][CH:13]=[CH:14][CH:15]=2)[CH:10]=1. The yield is 0.560. (2) The reactants are C(OC([C:6]1[C:14]2[CH2:13][CH2:12][N:11]([C:15]3[CH:20]=[CH:19][C:18]([N:21]4[CH2:26][CH2:25][CH2:24][CH2:23][C:22]4=[O:27])=[CH:17][CH:16]=3)[C:10](=[O:28])[C:9]=2[N:8]([C:29]2[CH:34]=[CH:33][C:32]([O:35][CH3:36])=[CH:31][CH:30]=2)[N:7]=1)=O)C.C[Mg+].[Br-]. The catalyst is C1COCC1. The product is [OH:35][C:32]([C:6]1[C:14]2[CH2:13][CH2:12][N:11]([C:15]3[CH:20]=[CH:19][C:18]([N:21]4[CH2:26][CH2:25][CH2:24][CH2:23][C:22]4=[O:27])=[CH:17][CH:16]=3)[C:10](=[O:28])[C:9]=2[N:8]([C:29]2[CH:34]=[CH:33][C:32]([O:35][CH3:36])=[CH:31][CH:30]=2)[N:7]=1)([CH3:33])[CH3:31]. The yield is 0.480. (3) The reactants are [Cr](Cl)([O-])(=O)=O.[NH+]1C=CC=CC=1.[C:12]([O:16][C:17]([NH:19][C@@:20]([CH3:32])([CH2:23][O:24][C:25](=[O:31])[CH2:26][CH2:27][CH2:28][CH2:29][CH3:30])[CH2:21][OH:22])=[O:18])([CH3:15])([CH3:14])[CH3:13].CCOCC. The catalyst is C(Cl)Cl. The product is [C:12]([O:16][C:17]([NH:19][C@@:20]([CH3:32])([CH2:23][O:24][C:25](=[O:31])[CH2:26][CH2:27][CH2:28][CH2:29][CH3:30])[CH:21]=[O:22])=[O:18])([CH3:15])([CH3:14])[CH3:13]. The yield is 0.950. (4) The reactants are [NH:1]1[C:9]2[C:4](=[CH:5][CH:6]=[CH:7][CH:8]=2)[C:3]2([C:21]3[C:12](=[CH:13][C:14]4[O:19][CH2:18][CH2:17][O:16][C:15]=4[CH:20]=3)[O:11][CH2:10]2)[C:2]1=[O:22].Br[CH2:24][C:25]1[N:35]=[CH:34][CH:33]=[CH:32][C:26]=1[C:27]([O:29][CH2:30][CH3:31])=[O:28].C(=O)([O-])[O-].[Cs+].[Cs+].[I-].[K+]. The catalyst is CN(C)C=O. The product is [O:22]=[C:2]1[C:3]2([C:21]3[C:12](=[CH:13][C:14]4[O:19][CH2:18][CH2:17][O:16][C:15]=4[CH:20]=3)[O:11][CH2:10]2)[C:4]2[C:9](=[CH:8][CH:7]=[CH:6][CH:5]=2)[N:1]1[CH2:24][C:25]1[C:26]([C:27]([O:29][CH2:30][CH3:31])=[O:28])=[CH:32][CH:33]=[CH:34][N:35]=1. The yield is 0.790. (5) The reactants are Br[C:2]1[C:3](=[O:35])[N:4]([CH2:19][C@H:20]([NH:27][C:28]([O:30][C:31]([CH3:34])([CH3:33])[CH3:32])=[O:29])[CH:21]2[CH2:26][CH2:25][CH2:24][CH2:23][CH2:22]2)[C:5](=[O:18])[N:6]([CH2:9][C:10]2[C:15]([F:16])=[CH:14][CH:13]=[CH:12][C:11]=2[F:17])[C:7]=1[CH3:8].[F:36][C:37]1[C:42]([O:43][CH3:44])=[CH:41][CH:40]=[CH:39][C:38]=1B(O)O. The catalyst is [Pd].C1(P(C2C=CC=CC=2)C2C=CC=CC=2)C=CC=CC=1.C1(P(C2C=CC=CC=2)C2C=CC=CC=2)C=CC=CC=1.C1(P(C2C=CC=CC=2)C2C=CC=CC=2)C=CC=CC=1.C1(P(C2C=CC=CC=2)C2C=CC=CC=2)C=CC=CC=1.CCO.COCCOC. The product is [C:31]([O:30][C:28]([NH:27][C@H:20]([CH:21]1[CH2:26][CH2:25][CH2:24][CH2:23][CH2:22]1)[CH2:19][N:4]1[C:3](=[O:35])[C:2]([C:38]2[CH:39]=[CH:40][CH:41]=[C:42]([O:43][CH3:44])[C:37]=2[F:36])=[C:7]([CH3:8])[N:6]([CH2:9][C:10]2[C:15]([F:16])=[CH:14][CH:13]=[CH:12][C:11]=2[F:17])[C:5]1=[O:18])=[O:29])([CH3:34])([CH3:33])[CH3:32]. The yield is 0.323. (6) The reactants are [C:1]([C:5]1[CH:6]=[C:7]([NH:11][C:12]([C@H:14]2[CH2:19][CH2:18][CH2:17][NH:16][C@H:15]2[CH:20]2[CH2:24][CH2:23][CH2:22][CH2:21]2)=[O:13])[CH:8]=[CH:9][CH:10]=1)([CH3:4])([CH3:3])[CH3:2].CCN(CC)CC.[CH3:32][C:33]1[CH:41]=[CH:40][CH:39]=[CH:38][C:34]=1[C:35](Cl)=[O:36]. The catalyst is C(Cl)Cl.C(OCC)(=O)C. The product is [C:1]([C:5]1[CH:6]=[C:7]([NH:11][C:12]([C@H:14]2[CH2:19][CH2:18][CH2:17][N:16]([C:35](=[O:36])[C:34]3[CH:38]=[CH:39][CH:40]=[CH:41][C:33]=3[CH3:32])[C@H:15]2[CH:20]2[CH2:21][CH2:22][CH2:23][CH2:24]2)=[O:13])[CH:8]=[CH:9][CH:10]=1)([CH3:4])([CH3:2])[CH3:3]. The yield is 0.650. (7) The reactants are [Cl:1][C:2]1[CH:10]=[CH:9][C:8]2[NH:7][C:6]3[CH2:11][CH2:12][N:13]([CH3:15])[CH2:14][C:5]=3[C:4]=2[CH:3]=1.[OH-].[K+].Br[CH2:19][CH2:20][C:21]1[CH:26]=[CH:25][C:24]([O:27][CH3:28])=[C:23]([F:29])[CH:22]=1. The catalyst is CN1CCCC1=O.O. The product is [F:29][C:23]1[CH:22]=[C:21]([CH:26]=[CH:25][C:24]=1[O:27][CH3:28])[CH2:20][CH2:19][N:7]1[C:8]2[CH:9]=[CH:10][C:2]([Cl:1])=[CH:3][C:4]=2[C:5]2[CH2:14][N:13]([CH3:15])[CH2:12][CH2:11][C:6]1=2. The yield is 0.0400.